Dataset: Full USPTO retrosynthesis dataset with 1.9M reactions from patents (1976-2016). Task: Predict the reactants needed to synthesize the given product. (1) Given the product [CH2:1]([N:8]1[CH2:13][CH2:12][C:11]2[NH:24][C:20](=[O:23])[CH2:21][CH2:22][C:10]=2[CH2:9]1)[C:2]1[CH:7]=[CH:6][CH:5]=[CH:4][CH:3]=1, predict the reactants needed to synthesize it. The reactants are: [CH2:1]([N:8]1[CH2:13][CH2:12][C:11](=O)[CH2:10][CH2:9]1)[C:2]1[CH:7]=[CH:6][CH:5]=[CH:4][CH:3]=1.N1CCCC1.[C:20]([NH2:24])(=[O:23])[CH:21]=[CH2:22]. (2) Given the product [F:37][C:2]([F:1])([F:38])[C:3]1[CH:4]=[C:5]([CH:34]=[CH:35][CH:36]=1)[CH2:6][NH:7][C:8](=[O:33])[C:9]1[CH:14]=[CH:13][N:12]=[C:11]([C:15]2[CH:20]=[C:19]([N:21]([CH2:22][CH2:23][O:24][CH3:25])[CH2:26][CH2:27][O:28][CH3:29])[CH:18]=[CH:17][C:16]=2[NH2:30])[CH:10]=1, predict the reactants needed to synthesize it. The reactants are: [F:1][C:2]([F:38])([F:37])[C:3]1[CH:4]=[C:5]([CH:34]=[CH:35][CH:36]=1)[CH2:6][NH:7][C:8](=[O:33])[C:9]1[CH:14]=[CH:13][N:12]=[C:11]([C:15]2[CH:20]=[C:19]([N:21]([CH2:26][CH2:27][O:28][CH3:29])[CH2:22][CH2:23][O:24][CH3:25])[CH:18]=[CH:17][C:16]=2[N+:30]([O-])=O)[CH:10]=1. (3) Given the product [CH2:28]([O:30][C:31](=[O:34])[CH2:32][N:1]1[C:9]2[C:4](=[CH:5][CH:6]=[C:7]([CH2:10][NH:11][C:12](=[O:27])[CH2:13][CH2:14][C:15]#[C:16][C:17]3[CH:22]=[CH:21][C:20]([C:23]([F:24])([F:26])[F:25])=[CH:19][CH:18]=3)[CH:8]=2)[CH:3]=[CH:2]1)[CH3:29], predict the reactants needed to synthesize it. The reactants are: [NH:1]1[C:9]2[C:4](=[CH:5][CH:6]=[C:7]([CH2:10][NH:11][C:12](=[O:27])[CH2:13][CH2:14][C:15]#[C:16][C:17]3[CH:22]=[CH:21][C:20]([C:23]([F:26])([F:25])[F:24])=[CH:19][CH:18]=3)[CH:8]=2)[CH:3]=[CH:2]1.[CH2:28]([O:30][C:31](=[O:34])[CH2:32]Br)[CH3:29].C(=O)([O-])[O-].[Cs+].[Cs+].[I-].[K+]. (4) Given the product [CH2:1]([C@@:3]12[C@@:14]([CH2:16][CH2:17][C:18]3[C:23]([CH:24]([F:28])[C:25]([NH2:40])=[O:27])=[C:22]([O:29][CH3:30])[CH:21]=[CH:20][N:19]=3)([OH:15])[CH2:13][CH2:12][C:11]1=[CH:10][C:9]1[N:8]([C:31]3[CH:32]=[CH:33][C:34]([F:37])=[CH:35][CH:36]=3)[N:7]=[CH:6][C:5]=1[CH2:4]2)[CH3:2], predict the reactants needed to synthesize it. The reactants are: [CH2:1]([C@@:3]12[C@@:14]([CH2:16][CH2:17][C:18]3[C:23]([CH:24]([F:28])[C:25]([OH:27])=O)=[C:22]([O:29][CH3:30])[CH:21]=[CH:20][N:19]=3)([OH:15])[CH2:13][CH2:12][C:11]1=[CH:10][C:9]1[N:8]([C:31]3[CH:36]=[CH:35][C:34]([F:37])=[CH:33][CH:32]=3)[N:7]=[CH:6][C:5]=1[CH2:4]2)[CH3:2].N.C[N:40]1CCOCC1.CN(C(ON1N=NC2C=CC=NC1=2)=[N+](C)C)C.F[P-](F)(F)(F)(F)F.